Dataset: NCI-60 drug combinations with 297,098 pairs across 59 cell lines. Task: Regression. Given two drug SMILES strings and cell line genomic features, predict the synergy score measuring deviation from expected non-interaction effect. (1) Cell line: MDA-MB-231. Synergy scores: CSS=40.5, Synergy_ZIP=5.42, Synergy_Bliss=7.16, Synergy_Loewe=-15.6, Synergy_HSA=4.69. Drug 2: C1C(C(OC1N2C=C(C(=O)NC2=O)F)CO)O. Drug 1: CNC(=O)C1=CC=CC=C1SC2=CC3=C(C=C2)C(=NN3)C=CC4=CC=CC=N4. (2) Drug 1: COC1=CC(=CC(=C1O)OC)C2C3C(COC3=O)C(C4=CC5=C(C=C24)OCO5)OC6C(C(C7C(O6)COC(O7)C8=CC=CS8)O)O. Drug 2: C1CN(P(=O)(OC1)NCCCl)CCCl. Cell line: SNB-19. Synergy scores: CSS=49.8, Synergy_ZIP=2.29, Synergy_Bliss=3.32, Synergy_Loewe=-39.9, Synergy_HSA=3.09. (3) Drug 1: CC=C1C(=O)NC(C(=O)OC2CC(=O)NC(C(=O)NC(CSSCCC=C2)C(=O)N1)C(C)C)C(C)C. Cell line: TK-10. Drug 2: CS(=O)(=O)OCCCCOS(=O)(=O)C. Synergy scores: CSS=12.0, Synergy_ZIP=-0.466, Synergy_Bliss=-3.53, Synergy_Loewe=-21.1, Synergy_HSA=-5.54. (4) Drug 1: CN(C)N=NC1=C(NC=N1)C(=O)N. Drug 2: CN(CC1=CN=C2C(=N1)C(=NC(=N2)N)N)C3=CC=C(C=C3)C(=O)NC(CCC(=O)O)C(=O)O. Cell line: RPMI-8226. Synergy scores: CSS=43.8, Synergy_ZIP=1.36, Synergy_Bliss=4.20, Synergy_Loewe=-17.0, Synergy_HSA=0.580. (5) Drug 1: CC1OCC2C(O1)C(C(C(O2)OC3C4COC(=O)C4C(C5=CC6=C(C=C35)OCO6)C7=CC(=C(C(=C7)OC)O)OC)O)O. Drug 2: CCC1(C2=C(COC1=O)C(=O)N3CC4=CC5=C(C=CC(=C5CN(C)C)O)N=C4C3=C2)O.Cl. Cell line: NCI-H460. Synergy scores: CSS=42.8, Synergy_ZIP=-7.20, Synergy_Bliss=-7.66, Synergy_Loewe=-4.99, Synergy_HSA=-3.91.